Dataset: Peptide-MHC class I binding affinity with 185,985 pairs from IEDB/IMGT. Task: Regression. Given a peptide amino acid sequence and an MHC pseudo amino acid sequence, predict their binding affinity value. This is MHC class I binding data. (1) The peptide sequence is IYCGFKFAW. The MHC is HLA-A02:01 with pseudo-sequence HLA-A02:01. The binding affinity (normalized) is 0.395. (2) The peptide sequence is YVHEGVSYEV. The MHC is HLA-A02:01 with pseudo-sequence HLA-A02:01. The binding affinity (normalized) is 0.591. (3) The peptide sequence is FPDGKPFTL. The MHC is HLA-B15:01 with pseudo-sequence HLA-B15:01. The binding affinity (normalized) is 0.0847. (4) The peptide sequence is TPSVKVCIV. The MHC is HLA-A02:01 with pseudo-sequence HLA-A02:01. The binding affinity (normalized) is 0.0847. (5) The peptide sequence is VQTAAAVVF. The MHC is HLA-B14:02 with pseudo-sequence HLA-B14:02. The binding affinity (normalized) is 0.213. (6) The peptide sequence is IMAYVNQAHH. The MHC is HLA-A03:01 with pseudo-sequence HLA-A03:01. The binding affinity (normalized) is 0.233. (7) The peptide sequence is ISVNNVCHMY. The MHC is HLA-B51:01 with pseudo-sequence HLA-B51:01. The binding affinity (normalized) is 0.169. (8) The peptide sequence is YLQSKGKDI. The MHC is HLA-A31:01 with pseudo-sequence HLA-A31:01. The binding affinity (normalized) is 0.0847.